From a dataset of Full USPTO retrosynthesis dataset with 1.9M reactions from patents (1976-2016). Predict the reactants needed to synthesize the given product. (1) The reactants are: [C:1]1([C:7]2[C:8]([C:16]3[CH:23]=[CH:22][C:19]([CH:20]=O)=[CH:18][CH:17]=3)=[N:9][C:10]3[N:11]([N:13]=[CH:14][CH:15]=3)[CH:12]=2)[CH:6]=[CH:5][CH:4]=[CH:3][CH:2]=1.[NH:24]1[CH2:29][CH2:28][CH:27]([N:30]2[C:34]3=[N:35][CH:36]=[N:37][C:38]([NH2:39])=[C:33]3[CH:32]=[N:31]2)[CH2:26][CH2:25]1.[BH-](OC(C)=O)(OC(C)=O)OC(C)=O.[Na+]. Given the product [C:1]1([C:7]2[C:8]([C:16]3[CH:23]=[CH:22][C:19]([CH2:20][N:24]4[CH2:29][CH2:28][CH:27]([N:30]5[C:34]6=[N:35][CH:36]=[N:37][C:38]([NH2:39])=[C:33]6[CH:32]=[N:31]5)[CH2:26][CH2:25]4)=[CH:18][CH:17]=3)=[N:9][C:10]3[N:11]([N:13]=[CH:14][CH:15]=3)[CH:12]=2)[CH:6]=[CH:5][CH:4]=[CH:3][CH:2]=1, predict the reactants needed to synthesize it. (2) The reactants are: [F:1][C:2]1[CH:7]=[CH:6][C:5]([CH2:8][CH2:9][CH2:10][NH:11][C@H:12]2[CH2:17][CH2:16][C@H:15]([C:18]3[CH:27]=[CH:26][C:21]4[NH:22][C:23](=[O:25])[S:24][C:20]=4[CH:19]=3)[CH2:14][CH2:13]2)=[CH:4][CH:3]=1.O.[C:29](O[BH-](OC(=O)C)OC(=O)C)(=O)C.[Na+].[OH-].[Na+]. Given the product [F:1][C:2]1[CH:7]=[CH:6][C:5]([CH2:8][CH2:9][CH2:10][N:11]([CH3:29])[C@H:12]2[CH2:17][CH2:16][C@H:15]([C:18]3[CH:27]=[CH:26][C:21]4[NH:22][C:23](=[O:25])[S:24][C:20]=4[CH:19]=3)[CH2:14][CH2:13]2)=[CH:4][CH:3]=1, predict the reactants needed to synthesize it. (3) Given the product [CH3:1][O:2][CH:3]1[CH2:6][N:5]([C:7]([N:9]2[CH2:14][CH:13]([C:15]3[CH:20]=[CH:19][C:18]([C:21]([F:23])([F:22])[F:24])=[CH:17][CH:16]=3)[CH2:12][CH:11]([C:25]3[O:27][N:35]=[C:30]([CH2:31][CH2:32][O:33][CH3:34])[N:29]=3)[CH2:10]2)=[O:8])[CH2:4]1, predict the reactants needed to synthesize it. The reactants are: [CH3:1][O:2][CH:3]1[CH2:6][N:5]([C:7]([N:9]2[CH2:14][CH:13]([C:15]3[CH:20]=[CH:19][C:18]([C:21]([F:24])([F:23])[F:22])=[CH:17][CH:16]=3)[CH2:12][CH:11]([C:25]([OH:27])=O)[CH2:10]2)=[O:8])[CH2:4]1.O[N:29]=[C:30]([NH2:35])[CH2:31][CH2:32][O:33][CH3:34]. (4) Given the product [BrH:42].[CH2:32]([C:29]1[CH:28]=[N:27][C:26]([N:25]([CH2:2][CH2:3][CH2:4][CH:5]([CH3:7])[CH3:6])[CH2:24][CH2:23][C:21]2[N:22]=[C:18]([S:17][C:14]([CH3:15])([CH3:16])[C:13]([OH:34])=[O:12])[S:19][CH:20]=2)=[N:31][CH:30]=1)[CH3:33], predict the reactants needed to synthesize it. The reactants are: I[CH2:2][CH2:3][CH2:4][CH:5]([CH3:7])[CH3:6].C([O:12][C:13](=[O:34])[C:14]([S:17][C:18]1[S:19][CH:20]=[C:21]([CH2:23][CH2:24][NH:25][C:26]2[N:31]=[CH:30][C:29]([CH2:32][CH3:33])=[CH:28][N:27]=2)[N:22]=1)([CH3:16])[CH3:15])(C)(C)C.CC(C)CCCO.[BrH:42].C(O)(=O)C. (5) Given the product [F:1][C:2]1[CH:3]=[C:4]([CH3:16])[C:5]([CH:9]2[C:13](=[O:14])[CH2:12][CH2:11][C:10]2=[O:15])=[C:6]([CH3:8])[CH:7]=1, predict the reactants needed to synthesize it. The reactants are: [F:1][C:2]1[CH:7]=[C:6]([CH3:8])[C:5]([CH:9]2[C:13](=[O:14])[CH:12]=[CH:11][C:10]2=[O:15])=[C:4]([CH3:16])[CH:3]=1. (6) Given the product [N:34]1([CH:12]2[CH2:13][CH2:14][CH:9]([NH2:8])[CH2:10][CH2:11]2)[CH2:39][CH2:38][O:37][CH2:36][CH2:35]1, predict the reactants needed to synthesize it. The reactants are: C([NH:8][CH:9]1[CH2:14][CH2:13][C:12](=O)[CH2:11][CH2:10]1)(OC(C)(C)C)=O.C(O[BH-](OC(=O)C)OC(=O)C)(=O)C.[Na+].C(O)(=O)C.[NH:34]1[CH2:39][CH2:38][O:37][CH2:36][CH2:35]1. (7) Given the product [CH3:19][O:7][C:6](=[O:8])[C:5]1[CH:9]=[CH:10][C:2]([Cl:1])=[C:3]([N+:11]([O-:13])=[O:12])[CH:4]=1, predict the reactants needed to synthesize it. The reactants are: [Cl:1][C:2]1[CH:10]=[CH:9][C:5]([C:6]([OH:8])=[O:7])=[CH:4][C:3]=1[N+:11]([O-:13])=[O:12].OS(O)(=O)=O.[CH3:19]O. (8) The reactants are: [CH:1]1[C:14]2[C:5](=[CH:6][C:7]3[C:12]([C:13]=2C=O)=[CH:11][CH:10]=[CH:9][CH:8]=3)C=C[CH:2]=1.C([C:21]1[CH:30]=[CH:29][CH:28]=[CH:27][C:22]=1[C:23]([NH:25][NH2:26])=[O:24])(C)(C)C. Given the product [CH:13]1[C:14]2[C:5](=[CH:6][C:7]3[C:8]([C:1]=2[CH:2]=[N:26][NH:25][C:23](=[O:24])[C:22]2[CH:21]=[CH:30][C:29]([C:7]([CH3:12])([CH3:8])[CH3:6])=[CH:28][CH:27]=2)=[CH:9][CH:10]=[CH:11][CH:12]=3)[CH:14]=[CH:1][CH:2]=1, predict the reactants needed to synthesize it.